Predict the reaction yield, written as a fraction of the theoretical maximum amount of product (1.0 means a 100% yield; for example, 0.34 means a 34% yield). From a dataset of Reaction yield outcomes from USPTO patents with 853,638 reactions. (1) The reactants are [C:1]([C:5]1[CH:9]=[C:8]([NH2:10])[N:7]([C:11]2[CH:16]=[CH:15][CH:14]=[CH:13][C:12]=2[F:17])[N:6]=1)([CH3:4])([CH3:3])[CH3:2].Cl[C:19]([O:21][C:22]1[CH:27]=[CH:26][CH:25]=[CH:24][CH:23]=1)=[O:20]. No catalyst specified. The product is [C:1]([C:5]1[CH:9]=[C:8]([NH:10][C:19](=[O:20])[O:21][C:22]2[CH:27]=[CH:26][CH:25]=[CH:24][CH:23]=2)[N:7]([C:11]2[CH:16]=[CH:15][CH:14]=[CH:13][C:12]=2[F:17])[N:6]=1)([CH3:4])([CH3:2])[CH3:3]. The yield is 0.590. (2) The reactants are [F:1][C:2]([F:21])([F:20])[C:3]1[CH:8]=[CH:7][C:6]([NH:9][C:10]2[C:11]3[CH2:19][CH2:18][NH:17][CH2:16][C:12]=3[N:13]=[CH:14][N:15]=2)=[CH:5][CH:4]=1.B(O)(O)[C:23]1[CH:24]=[CH:25][C:26]([CH3:29])=[CH:27][CH:28]=1.C(N(CC)CC)C. The catalyst is C1COCC1.CC([O-])=O.CC([O-])=O.[Cu+2]. The product is [F:21][C:2]([F:1])([F:20])[C:3]1[CH:4]=[CH:5][C:6]([NH:9][C:10]2[C:11]3[CH2:19][CH2:18][N:17]([C:23]4[CH:28]=[CH:27][C:26]([CH3:29])=[CH:25][CH:24]=4)[CH2:16][C:12]=3[N:13]=[CH:14][N:15]=2)=[CH:7][CH:8]=1. The yield is 0.100. (3) The reactants are [CH2:1]([O:8][C:9]([NH:11][C:12]1[C:13]([CH3:38])=[C:14]([C:18]2[C:30]3[C:29]4[C:24](=[CH:25][C:26]([Br:31])=[CH:27][CH:28]=4)[NH:23][C:22]=3[C:21]([C:32]([O:34]CC)=[O:33])=[N:20][C:19]=2[CH3:37])[CH:15]=[CH:16][CH:17]=1)=[O:10])[C:2]1[CH:7]=[CH:6][CH:5]=[CH:4][CH:3]=1.O.[OH-].[Li+].O. The catalyst is O1CCCC1.CO. The product is [CH2:1]([O:8][C:9]([NH:11][C:12]1[C:13]([CH3:38])=[C:14]([C:18]2[C:30]3[C:29]4[C:24](=[CH:25][C:26]([Br:31])=[CH:27][CH:28]=4)[NH:23][C:22]=3[C:21]([C:32]([OH:34])=[O:33])=[N:20][C:19]=2[CH3:37])[CH:15]=[CH:16][CH:17]=1)=[O:10])[C:2]1[CH:7]=[CH:6][CH:5]=[CH:4][CH:3]=1. The yield is 0.850. (4) The reactants are [C:1]1([CH2:7][CH2:8][C:9](OCC2C=CC=CC=2)=O)[CH:6]=[CH:5][CH:4]=[CH:3][CH:2]=1.[NH2:19][C@H:20]([CH2:24][OH:25])[CH:21]([CH3:23])[CH3:22]. The catalyst is ClC1C=CC=CC=1. The product is [CH:21]([C@H:20]1[CH2:24][O:25][C:9]([CH2:8][CH2:7][C:1]2[CH:6]=[CH:5][CH:4]=[CH:3][CH:2]=2)=[N:19]1)([CH3:23])[CH3:22]. The yield is 0.740. (5) The reactants are [O:1]1[C:5]2[CH:6]=[CH:7][CH:8]=[CH:9][C:4]=2[C:3](=[O:10])[C:2]1=[N:11][OH:12].C(=O)([O-])[O-].[Na+].[Na+].[C:19]([O:22][CH2:23][CH2:24]Br)(=[O:21])[CH3:20].O. The catalyst is CN1CCCC1=O. The product is [C:19]([O:22][CH2:23][CH2:24][O:12][N:11]=[C:2]1[C:3](=[O:10])[C:4]2[CH:9]=[CH:8][CH:7]=[CH:6][C:5]=2[O:1]1)(=[O:21])[CH3:20]. The yield is 0.630. (6) The reactants are C([NH:9][C:10]([NH:12][C:13]1[C:18]([O:19][C:20]2[CH:25]=[CH:24][CH:23]=[CH:22][CH:21]=2)=[CH:17][C:16]([S:26][C:27]2[CH:32]=[CH:31][CH:30]=[CH:29][N:28]=2)=[CH:15][N:14]=1)=[S:11])(=O)C1C=CC=CC=1.C([O-])([O-])=O.[K+].[K+]. The catalyst is CCO. The product is [O:19]([C:18]1[C:13]([NH:12][C:10]([NH2:9])=[S:11])=[N:14][CH:15]=[C:16]([S:26][C:27]2[CH:32]=[CH:31][CH:30]=[CH:29][N:28]=2)[CH:17]=1)[C:20]1[CH:25]=[CH:24][CH:23]=[CH:22][CH:21]=1. The yield is 0.298. (7) The reactants are [CH2:1]([C:3]1[CH:4]=[C:5]([OH:9])[CH:6]=[CH:7][CH:8]=1)[CH3:2].[CH2:10]([N:17]1[CH2:22][CH2:21][C:20](=O)[CH2:19][CH2:18]1)[C:11]1[CH:16]=[CH:15][CH:14]=[CH:13][CH:12]=1.Cl. The catalyst is C(O)(=O)C. The product is [CH2:10]([N:17]1[CH2:18][CH:19]=[C:20]([C:6]2[CH:7]=[CH:8][C:3]([CH2:1][CH3:2])=[CH:4][C:5]=2[OH:9])[CH2:21][CH2:22]1)[C:11]1[CH:16]=[CH:15][CH:14]=[CH:13][CH:12]=1. The yield is 0.540. (8) The reactants are [CH3:1][N:2]1[C@@H:12]2[CH2:13][C:14]3[CH:19]=[CH:18][C:17]([OH:20])=[C:16]4[O:21][C@H:6]5[C:7]([CH:9]=[CH:10][C@:11]2([OH:22])[C@:5]5([C:15]=34)[CH2:4][CH2:3]1)=[O:8].C(=O)([O-])[O-].[K+].[K+].[I-].[K+].BrC[CH:33]1[CH2:36][CH2:35][CH2:34]1. The catalyst is CC(N(C)C)=O. The product is [CH2:33]1[CH2:36][CH:35]([CH2:1][N:2]2[C@@H:12]3[CH2:13][C:14]4[CH:19]=[CH:18][C:17]([OH:20])=[C:16]5[O:21][C@H:6]6[C:7]([CH2:9][CH2:10][C@:11]3([OH:22])[C@:5]6([C:15]=45)[CH2:4][CH2:3]2)=[O:8])[CH2:34]1. The yield is 0.730. (9) The reactants are [CH:1]([C:3]1[CH:13]=[CH:12][C:6]([C:7]([O:9][CH2:10][CH3:11])=[O:8])=[C:5]([CH3:14])[CH:4]=1)=O.[C:15]([O-])([O-])=O.[K+].[K+]. The catalyst is O1CCOCC1.[Br-].C[P+](C1C=CC=CC=1)(C1C=CC=CC=1)C1C=CC=CC=1. The product is [CH3:14][C:5]1[CH:4]=[C:3]([CH:1]=[CH2:15])[CH:13]=[CH:12][C:6]=1[C:7]([O:9][CH2:10][CH3:11])=[O:8]. The yield is 0.720.